From a dataset of Forward reaction prediction with 1.9M reactions from USPTO patents (1976-2016). Predict the product of the given reaction. Given the reactants C=O.[C:3]1([CH:10]=[CH:9][CH:8]=[C:6]([OH:7])[CH:5]=1)[OH:4], predict the reaction product. The product is: [CH2:3]=[O:4].[C:3]1([CH:10]=[CH:9][CH:8]=[C:6]([OH:7])[CH:5]=1)[OH:4].